This data is from Forward reaction prediction with 1.9M reactions from USPTO patents (1976-2016). The task is: Predict the product of the given reaction. (1) Given the reactants [N+:1]([C:4]1[CH:5]=[C:6]([S:10](Cl)(=[O:12])=[O:11])[CH:7]=[CH:8][CH:9]=1)([O-:3])=[O:2].[CH3:14][N:15]([CH3:19])[CH2:16][CH2:17][NH2:18], predict the reaction product. The product is: [CH3:14][N:15]([CH3:19])[CH2:16][CH2:17][NH:18][S:10]([C:6]1[CH:7]=[CH:8][CH:9]=[C:4]([N+:1]([O-:3])=[O:2])[CH:5]=1)(=[O:12])=[O:11]. (2) Given the reactants [C:1]([O:5][C:6]([N:8]1[CH2:13][CH2:12][CH:11]([C:14]([NH:16][C:17]2[CH:32]=[CH:31][C:30](I)=[CH:29][C:18]=2[C:19]([NH:21][C:22]2[CH:27]=[CH:26][C:25]([Cl:28])=[CH:24][N:23]=2)=[O:20])=[O:15])[CH2:10][CH2:9]1)=[O:7])([CH3:4])([CH3:3])[CH3:2].[C:34](#[N:37])[CH:35]=[CH2:36], predict the reaction product. The product is: [C:1]([O:5][C:6]([N:8]1[CH2:13][CH2:12][CH:11]([C:14]([NH:16][C:17]2[CH:32]=[CH:31][C:30](/[CH:36]=[CH:35]\[C:34]#[N:37])=[CH:29][C:18]=2[C:19]([NH:21][C:22]2[CH:27]=[CH:26][C:25]([Cl:28])=[CH:24][N:23]=2)=[O:20])=[O:15])[CH2:10][CH2:9]1)=[O:7])([CH3:4])([CH3:3])[CH3:2]. (3) Given the reactants [C:1]([O:5][C:6](=[O:30])[NH:7][CH:8]([C:25](=[O:29])[N:26]([CH3:28])[CH3:27])[CH2:9][C:10]1[CH:15]=[CH:14][C:13]([O:16][C:17]2[CH:22]=[CH:21][C:20]([CH:23]=[O:24])=[CH:19][CH:18]=2)=[CH:12][CH:11]=1)([CH3:4])([CH3:3])[CH3:2].[Mn]([O-])(=O)(=O)=[O:32].[K+], predict the reaction product. The product is: [C:1]([O:5][C:6]([NH:7][CH:8]([C:25](=[O:29])[N:26]([CH3:27])[CH3:28])[CH2:9][C:10]1[CH:15]=[CH:14][C:13]([O:16][C:17]2[CH:18]=[CH:19][C:20]([C:23]([OH:32])=[O:24])=[CH:21][CH:22]=2)=[CH:12][CH:11]=1)=[O:30])([CH3:3])([CH3:2])[CH3:4]. (4) Given the reactants Cl[C:2]1[C:11]2[C:6](=[CH:7][CH:8]=[CH:9][CH:10]=2)[N:5]=[C:4]([CH3:12])[N:3]=1.[CH3:13][O:14][C:15]1[CH:20]=[CH:19][C:18]([NH2:21])=[CH:17][CH:16]=1, predict the reaction product. The product is: [CH3:12][C:4]1[N:3]=[C:2]([NH:21][C:18]2[CH:19]=[CH:20][C:15]([O:14][CH3:13])=[CH:16][CH:17]=2)[C:11]2[C:6](=[CH:7][CH:8]=[CH:9][CH:10]=2)[N:5]=1. (5) The product is: [Cl:13][C:5]1[CH:4]=[CH:3][C:2]([CH:14]2[CH2:16][CH2:15]2)=[CH:12][C:6]=1[C:7]([O:9][CH2:10][CH3:11])=[O:8]. Given the reactants Br[C:2]1[CH:3]=[CH:4][C:5]([Cl:13])=[C:6]([CH:12]=1)[C:7]([O:9][CH2:10][CH3:11])=[O:8].[CH:14]1(B(O)O)[CH2:16][CH2:15]1.P([O-])([O-])([O-])=O.[K+].[K+].[K+].C1(C)C=CC=CC=1, predict the reaction product. (6) Given the reactants [CH2:1]([O:8][C:9]1[CH:10]=[C:11]2[C:16](=[CH:17][CH:18]=1)[CH:15]([C:19](O)=[O:20])[CH2:14][CH2:13][CH2:12]2)[C:2]1[CH:7]=[CH:6][CH:5]=[CH:4][CH:3]=1.[CH3:22][N:23]([CH3:41])[C:24]1[CH:29]=[CH:28][C:27]([CH2:30][NH:31][C:32]2[CH:37]=[CH:36][C:35]([CH:38]([CH3:40])[CH3:39])=[CH:34][CH:33]=2)=[CH:26][CH:25]=1, predict the reaction product. The product is: [CH2:1]([O:8][C:9]1[CH:10]=[C:11]2[C:16](=[CH:17][CH:18]=1)[CH:15]([C:19]([N:31]([CH2:30][C:27]1[CH:26]=[CH:25][C:24]([N:23]([CH3:41])[CH3:22])=[CH:29][CH:28]=1)[C:32]1[CH:37]=[CH:36][C:35]([CH:38]([CH3:39])[CH3:40])=[CH:34][CH:33]=1)=[O:20])[CH2:14][CH2:13][CH2:12]2)[C:2]1[CH:3]=[CH:4][CH:5]=[CH:6][CH:7]=1. (7) Given the reactants O/[C:2](/[C:9]([O:11][CH3:12])=[O:10])=[C:3](/O)\[C:4]([O:6][CH3:7])=[O:5].[NH2:13][C:14]1[CH:19]=[CH:18][CH:17]=[CH:16][CH:15]=1.Cl, predict the reaction product. The product is: [C:14]1([NH:13]/[C:3](=[C:2](/[NH:13][C:14]2[CH:19]=[CH:18][CH:17]=[CH:16][CH:15]=2)\[C:9]([O:11][CH3:12])=[O:10])/[C:4]([O:6][CH3:7])=[O:5])[CH:19]=[CH:18][CH:17]=[CH:16][CH:15]=1. (8) Given the reactants C[N:2](C)[CH:3]=[N:4][C:5]([C:7]1[N:16]=[C:15]2[N:9]([CH2:10][CH2:11][O:12][C:13]3[CH:20]=[C:19]([Cl:21])[N:18]=[CH:17][C:14]=32)[CH:8]=1)=O.Cl.[F:24][C:25]1[CH:30]=[C:29]([F:31])[CH:28]=[CH:27][C:26]=1[NH:32]N, predict the reaction product. The product is: [Cl:21][C:19]1[N:18]=[CH:17][C:14]2[C:15]3[N:9]([CH2:10][CH2:11][O:12][C:13]=2[CH:20]=1)[CH:8]=[C:7]([C:5]1[N:32]([C:26]2[CH:27]=[CH:28][C:29]([F:31])=[CH:30][C:25]=2[F:24])[N:2]=[CH:3][N:4]=1)[N:16]=3. (9) The product is: [O:1]1[CH2:4][CH:3]([N:5]2[CH2:6][CH2:7][N:8]([C:11]3[CH:16]=[CH:15][C:14]([NH:17][C:18]4[N:23]=[CH:22][N:21]=[C:20]([C:24]5[CH:25]=[CH:26][C:27]([O:32][C@@H:33]6[CH2:37][CH2:36][N:35]([C:44]([C:41]7[NH:42][NH:43][C:39](=[O:38])[N:40]=7)=[O:45])[CH2:34]6)=[C:28]([CH:31]=5)[C:29]#[N:30])[N:19]=4)=[CH:13][CH:12]=3)[CH2:9][CH2:10]2)[CH2:2]1. Given the reactants [O:1]1[CH2:4][CH:3]([N:5]2[CH2:10][CH2:9][N:8]([C:11]3[CH:16]=[CH:15][C:14]([NH:17][C:18]4[N:23]=[CH:22][N:21]=[C:20]([C:24]5[CH:25]=[CH:26][C:27]([O:32][C@@H:33]6[CH2:37][CH2:36][NH:35][CH2:34]6)=[C:28]([CH:31]=5)[C:29]#[N:30])[N:19]=4)=[CH:13][CH:12]=3)[CH2:7][CH2:6]2)[CH2:2]1.[O:38]=[C:39]1[NH:43][NH:42][C:41]([C:44](O)=[O:45])=[N:40]1, predict the reaction product.